This data is from NCI-60 drug combinations with 297,098 pairs across 59 cell lines. The task is: Regression. Given two drug SMILES strings and cell line genomic features, predict the synergy score measuring deviation from expected non-interaction effect. (1) Drug 1: C1CCC(C1)C(CC#N)N2C=C(C=N2)C3=C4C=CNC4=NC=N3. Drug 2: C1=NNC2=C1C(=O)NC=N2. Cell line: MDA-MB-231. Synergy scores: CSS=-2.33, Synergy_ZIP=0.0279, Synergy_Bliss=-2.18, Synergy_Loewe=-11.1, Synergy_HSA=-5.86. (2) Drug 1: CC=C1C(=O)NC(C(=O)OC2CC(=O)NC(C(=O)NC(CSSCCC=C2)C(=O)N1)C(C)C)C(C)C. Drug 2: CCC1=C2CN3C(=CC4=C(C3=O)COC(=O)C4(CC)O)C2=NC5=C1C=C(C=C5)O. Cell line: HCT116. Synergy scores: CSS=66.1, Synergy_ZIP=-1.37, Synergy_Bliss=-2.10, Synergy_Loewe=-3.17, Synergy_HSA=-0.610. (3) Drug 1: CCC1=CC2CC(C3=C(CN(C2)C1)C4=CC=CC=C4N3)(C5=C(C=C6C(=C5)C78CCN9C7C(C=CC9)(C(C(C8N6C)(C(=O)OC)O)OC(=O)C)CC)OC)C(=O)OC.C(C(C(=O)O)O)(C(=O)O)O. Drug 2: C1CN(CCN1C(=O)CCBr)C(=O)CCBr. Cell line: NCI-H460. Synergy scores: CSS=64.8, Synergy_ZIP=-0.218, Synergy_Bliss=1.33, Synergy_Loewe=1.00, Synergy_HSA=2.43. (4) Drug 1: C1=CC(=CC=C1CCC2=CNC3=C2C(=O)NC(=N3)N)C(=O)NC(CCC(=O)O)C(=O)O. Drug 2: CC1C(C(=O)NC(C(=O)N2CCCC2C(=O)N(CC(=O)N(C(C(=O)O1)C(C)C)C)C)C(C)C)NC(=O)C3=C4C(=C(C=C3)C)OC5=C(C(=O)C(=C(C5=N4)C(=O)NC6C(OC(=O)C(N(C(=O)CN(C(=O)C7CCCN7C(=O)C(NC6=O)C(C)C)C)C)C(C)C)C)N)C. Cell line: BT-549. Synergy scores: CSS=13.5, Synergy_ZIP=2.61, Synergy_Bliss=8.89, Synergy_Loewe=8.44, Synergy_HSA=8.76.